Dataset: Forward reaction prediction with 1.9M reactions from USPTO patents (1976-2016). Task: Predict the product of the given reaction. (1) Given the reactants C[Si]([N:5]=[N+:6]=[N-:7])(C)C.[C:8]([C:10]1[CH:11]=[C:12]([C:17]2[N:18]=[C:19]([CH:29]([CH3:31])[CH3:30])[NH:20][C:21]=2[C:22]2[CH:27]=[CH:26][CH:25]=[C:24]([CH3:28])[N:23]=2)[CH:13]=[CH:14][C:15]=1[F:16])#[CH:9].C(=O)(O)[O-].[Na+], predict the reaction product. The product is: [F:16][C:15]1[CH:14]=[CH:13][C:12]([C:17]2[N:18]=[C:19]([CH:29]([CH3:30])[CH3:31])[NH:20][C:21]=2[C:22]2[CH:27]=[CH:26][CH:25]=[C:24]([CH3:28])[N:23]=2)=[CH:11][C:10]=1[C:8]1[N:5]=[N:6][NH:7][CH:9]=1. (2) Given the reactants [F:1][C:2]([F:37])([F:36])[C:3]1[CH:4]=[C:5]([CH:29]=[C:30]([C:32]([F:35])([F:34])[F:33])[CH:31]=1)[C:6]([N:8]1[CH2:28][CH2:27][C:11]2([N:15]([C:16]3[CH:21]=[CH:20][CH:19]=[CH:18][C:17]=3[CH3:22])[CH2:14][N:13]([CH2:23][CH2:24]O)[C:12]2=[O:26])[CH2:10][CH2:9]1)=[O:7].[NH:38]1[CH2:42][CH2:41][CH2:40][CH2:39]1, predict the reaction product. The product is: [F:35][C:32]([F:34])([F:33])[C:30]1[CH:29]=[C:5]([CH:4]=[C:3]([C:2]([F:36])([F:1])[F:37])[CH:31]=1)[C:6]([N:8]1[CH2:28][CH2:27][C:11]2([N:15]([C:16]3[CH:21]=[CH:20][CH:19]=[CH:18][C:17]=3[CH3:22])[CH2:14][N:13]([CH2:23][CH2:24][N:38]3[CH2:42][CH2:41][CH2:40][CH2:39]3)[C:12]2=[O:26])[CH2:10][CH2:9]1)=[O:7].